From a dataset of NCI-60 drug combinations with 297,098 pairs across 59 cell lines. Regression. Given two drug SMILES strings and cell line genomic features, predict the synergy score measuring deviation from expected non-interaction effect. (1) Drug 1: CCC1=C2CN3C(=CC4=C(C3=O)COC(=O)C4(CC)O)C2=NC5=C1C=C(C=C5)O. Drug 2: C(CCl)NC(=O)N(CCCl)N=O. Cell line: LOX IMVI. Synergy scores: CSS=58.1, Synergy_ZIP=-3.37, Synergy_Bliss=-1.91, Synergy_Loewe=0.685, Synergy_HSA=3.52. (2) Drug 1: C1CC(C1)(C(=O)O)C(=O)O.[NH2-].[NH2-].[Pt+2]. Drug 2: CN1C2=C(C=C(C=C2)N(CCCl)CCCl)N=C1CCCC(=O)O.Cl. Cell line: PC-3. Synergy scores: CSS=1.67, Synergy_ZIP=-0.129, Synergy_Bliss=3.74, Synergy_Loewe=-1.90, Synergy_HSA=0.230. (3) Drug 1: CN1CCC(CC1)COC2=C(C=C3C(=C2)N=CN=C3NC4=C(C=C(C=C4)Br)F)OC. Drug 2: C#CCC(CC1=CN=C2C(=N1)C(=NC(=N2)N)N)C3=CC=C(C=C3)C(=O)NC(CCC(=O)O)C(=O)O. Cell line: CCRF-CEM. Synergy scores: CSS=7.40, Synergy_ZIP=-0.913, Synergy_Bliss=3.16, Synergy_Loewe=1.31, Synergy_HSA=2.09. (4) Drug 1: CCC1=CC2CC(C3=C(CN(C2)C1)C4=CC=CC=C4N3)(C5=C(C=C6C(=C5)C78CCN9C7C(C=CC9)(C(C(C8N6C)(C(=O)OC)O)OC(=O)C)CC)OC)C(=O)OC.C(C(C(=O)O)O)(C(=O)O)O. Drug 2: C1=NC2=C(N=C(N=C2N1C3C(C(C(O3)CO)O)O)F)N. Cell line: OVCAR3. Synergy scores: CSS=69.3, Synergy_ZIP=16.2, Synergy_Bliss=15.7, Synergy_Loewe=-4.24, Synergy_HSA=15.7.